Task: Predict the reactants needed to synthesize the given product.. Dataset: Full USPTO retrosynthesis dataset with 1.9M reactions from patents (1976-2016) (1) Given the product [Cl:26][C:23]1[CH:22]=[CH:21][C:20]([CH:8]([C:5]2[CH:4]=[CH:3][C:2]([Cl:1])=[CH:7][CH:6]=2)[C:9]2[S:13][C:12]([C:14]([O:16][CH2:17][CH3:18])=[O:15])=[CH:11][CH:10]=2)=[CH:25][CH:24]=1, predict the reactants needed to synthesize it. The reactants are: [Cl:1][C:2]1[CH:7]=[CH:6][C:5]([C:8]([C:20]2[CH:25]=[CH:24][C:23]([Cl:26])=[CH:22][CH:21]=2)(O)[C:9]2[S:13][C:12]([C:14]([O:16][CH2:17][CH3:18])=[O:15])=[CH:11][CH:10]=2)=[CH:4][CH:3]=1.B(F)(F)F.O(CC)CC.C([SiH](CC)CC)C. (2) Given the product [CH:3]([N:6]([C:8]([C:10]1[N:19]=[C:18]2[N:12]([CH2:13][CH2:14][O:15][C:16]3[CH:23]=[C:22]([Br:24])[CH:21]=[CH:20][C:17]=32)[CH:11]=1)=[O:9])[NH:7][C:28](=[O:29])[CH2:27][O:26][CH3:25])([CH3:5])[CH3:4], predict the reactants needed to synthesize it. The reactants are: Cl.Cl.[CH:3]([N:6]([C:8]([C:10]1[N:19]=[C:18]2[N:12]([CH2:13][CH2:14][O:15][C:16]3[CH:23]=[C:22]([Br:24])[CH:21]=[CH:20][C:17]=32)[CH:11]=1)=[O:9])[NH2:7])([CH3:5])[CH3:4].[CH3:25][O:26][CH2:27][C:28](Cl)=[O:29]. (3) Given the product [C:1]([O:5][C:6]([N:8]1[CH2:11][C:10]2([CH2:12][N:13]([C:20]3[CH:19]=[N:18][CH:17]=[C:16]([Br:15])[CH:21]=3)[CH2:14]2)[CH2:9]1)=[O:7])([CH3:4])([CH3:2])[CH3:3], predict the reactants needed to synthesize it. The reactants are: [C:1]([O:5][C:6]([N:8]1[CH2:11][C:10]2([CH2:14][NH:13][CH2:12]2)[CH2:9]1)=[O:7])([CH3:4])([CH3:3])[CH3:2].[Br:15][C:16]1[CH:17]=[N:18][CH:19]=[C:20](Br)[CH:21]=1.C1C=CC(P(C2C(C3C(P(C4C=CC=CC=4)C4C=CC=CC=4)=CC=C4C=3C=CC=C4)=C3C(C=CC=C3)=CC=2)C2C=CC=CC=2)=CC=1.CC(C)([O-])C.[Na+]. (4) Given the product [C:6]([C:7](=[CH:1][CH2:2][CH3:3])[C:8]([O:10][CH2:11][CH2:12][O:13][C:14](=[O:18])[C:15]([CH3:17])=[CH2:16])=[O:9])(=[O:5])[CH3:19], predict the reactants needed to synthesize it. The reactants are: [CH:1](=O)[CH2:2][CH3:3].[O:5]=[C:6]([CH3:19])[CH2:7][C:8]([O:10][CH2:11][CH2:12][O:13][C:14](=[O:18])[C:15]([CH3:17])=[CH2:16])=[O:9].N1CCCCC1.Cl. (5) Given the product [CH2:24]([CH:4]1[CH2:5][CH2:6][CH:1]([N:7]2[C:12](=[O:13])[C:11]3[S:14][CH:15]=[C:16]([C:17]4[CH:18]=[CH:19][CH:20]=[CH:21][CH:22]=4)[C:10]=3[N:9]=[CH:8]2)[CH2:2][CH2:3]1)[CH3:25], predict the reactants needed to synthesize it. The reactants are: [C:1]1([N:7]2[C:12](=[O:13])[C:11]3[S:14][CH:15]=[C:16]([C:17]4[CH:22]=[CH:21][CH:20]=[CH:19][CH:18]=4)[C:10]=3[N:9]=[CH:8]2)[CH:6]=[CH:5][CH:4]=[CH:3][CH:2]=1.N[C:24]1C(C2C=CC=CC=2)=CS[C:25]=1C(OC)=O.C(OCC)(OCC)OCC.C(C1CCC(N)CC1)C. (6) Given the product [Br:13][CH2:14][C:7]1[CH:6]=[CH:5][C:4]([CH2:9][CH3:10])=[C:3]([CH2:1][CH3:2])[CH:8]=1, predict the reactants needed to synthesize it. The reactants are: [CH2:1]([C:3]1[CH:8]=[CH:7][CH:6]=[CH:5][C:4]=1[CH2:9][CH3:10])[CH3:2].C=O.[BrH:13].[C:14](O)(=O)C. (7) Given the product [OH:8][C:9]([C:12]1[N:17]=[CH:16][C:15]([C:18]2[S:22][C:21]([N+:23]([O-:25])=[O:24])=[C:20]([C:26]([NH2:28])=[O:27])[CH:19]=2)=[CH:14][CH:13]=1)([CH3:11])[CH3:10], predict the reactants needed to synthesize it. The reactants are: [Si]([O:8][C:9]([C:12]1[N:17]=[CH:16][C:15]([C:18]2[S:22][C:21]([N+:23]([O-:25])=[O:24])=[C:20]([C:26]([NH2:28])=[O:27])[CH:19]=2)=[CH:14][CH:13]=1)([CH3:11])[CH3:10])(C(C)(C)C)(C)C.CC(O)=O.CCCC[N+](CCCC)(CCCC)CCCC.[F-]. (8) Given the product [C:25]([O:29][C:30]([N:32]1[CH2:36][CH:35]=[C:34]([C:2]2[N:7]=[C:6]([O:8][C:9]3[CH:14]=[CH:13][C:12]([O:15][C:16]4[CH:21]=[CH:20][CH:19]=[CH:18][CH:17]=4)=[CH:11][CH:10]=3)[C:5]([C:22](=[O:23])[NH2:24])=[CH:4][N:3]=2)[CH2:33]1)=[O:31])([CH3:28])([CH3:26])[CH3:27], predict the reactants needed to synthesize it. The reactants are: Cl[C:2]1[N:7]=[C:6]([O:8][C:9]2[CH:14]=[CH:13][C:12]([O:15][C:16]3[CH:21]=[CH:20][CH:19]=[CH:18][CH:17]=3)=[CH:11][CH:10]=2)[C:5]([C:22]([NH2:24])=[O:23])=[CH:4][N:3]=1.[C:25]([O:29][C:30]([N:32]1[CH2:36][CH:35]=[C:34](B2OC(C)(C)C(C)(C)O2)[CH2:33]1)=[O:31])([CH3:28])([CH3:27])[CH3:26].ClCCl.O1CCOCC1.N#N. (9) Given the product [O:18]1[CH2:19][CH2:20][N:15]([C:11]2[CH:10]=[C:9]([NH:8][C:4]3[N:5]=[CH:6][N:7]=[C:2]([C:33]4[CH:34]=[CH:35][C:28]([O:27][CH:24]5[CH2:25][CH2:26][O:21][CH2:22][CH2:23]5)=[C:29]([CH:32]=4)[C:30]#[N:31])[N:3]=3)[CH:14]=[CH:13][CH:12]=2)[CH2:16][CH2:17]1, predict the reactants needed to synthesize it. The reactants are: Cl[C:2]1[N:7]=[CH:6][N:5]=[C:4]([NH:8][C:9]2[CH:14]=[CH:13][CH:12]=[C:11]([N:15]3[CH2:20][CH2:19][O:18][CH2:17][CH2:16]3)[CH:10]=2)[N:3]=1.[O:21]1[CH2:26][CH2:25][CH:24]([O:27][C:28]2[CH:35]=[CH:34][C:33](B3OC(C)(C)C(C)(C)O3)=[CH:32][C:29]=2[C:30]#[N:31])[CH2:23][CH2:22]1.C(=O)([O-])[O-].[Na+].[Na+]. (10) Given the product [O:13]([C:15]1[CH:19]=[CH:18][S:17][CH:16]=1)[CH2:12][CH2:11][O:10][CH2:9][CH2:8][O:7][CH2:6][CH2:5][O:4][CH3:3], predict the reactants needed to synthesize it. The reactants are: [H-].[Na+].[CH3:3][O:4][CH2:5][CH2:6][O:7][CH2:8][CH2:9][O:10][CH2:11][CH2:12][OH:13].Br[C:15]1[CH:19]=[CH:18][S:17][CH:16]=1.[Cl-].[NH4+].